Dataset: Full USPTO retrosynthesis dataset with 1.9M reactions from patents (1976-2016). Task: Predict the reactants needed to synthesize the given product. (1) The reactants are: [CH:1]1([N:4]2[CH2:12][C:11]3[C:6](=[CH:7][CH:8]=[C:9]([C:13]4[CH2:17][CH2:16][C@:15]([C:22]5[CH:27]=[CH:26][CH:25]=[C:24]([F:28])[C:23]=5[CH3:29])([C:18]([O:20][CH3:21])=[O:19])[CH:14]=4)[CH:10]=3)[C:5]2=[O:30])[CH2:3][CH2:2]1.C([O-])=O.[NH4+]. Given the product [CH:1]1([N:4]2[CH2:12][C:11]3[C:6](=[CH:7][CH:8]=[C:9]([CH:13]4[CH2:17][CH2:16][C@:15]([C:22]5[CH:27]=[CH:26][CH:25]=[C:24]([F:28])[C:23]=5[CH3:29])([C:18]([O:20][CH3:21])=[O:19])[CH2:14]4)[CH:10]=3)[C:5]2=[O:30])[CH2:2][CH2:3]1, predict the reactants needed to synthesize it. (2) Given the product [F:1][C:2]1[C:3]([NH:23][C:24]2[CH:34]=[CH:33][CH:32]=[CH:31][C:25]=2[C:26]([NH:39][CH2:38][CH2:37][S:36][CH3:35])=[O:28])=[N:4][C:5]([NH:8][C:9]2[CH:14]=[CH:13][CH:12]=[C:11]([CH2:15][CH2:16][N:17]3[CH2:18][CH2:19][O:20][CH2:21][CH2:22]3)[CH:10]=2)=[N:6][CH:7]=1, predict the reactants needed to synthesize it. The reactants are: [F:1][C:2]1[C:3]([NH:23][C:24]2[CH:34]=[CH:33][CH:32]=[CH:31][C:25]=2[C:26]([O:28]CC)=O)=[N:4][C:5]([NH:8][C:9]2[CH:14]=[CH:13][CH:12]=[C:11]([CH2:15][CH2:16][N:17]3[CH2:22][CH2:21][O:20][CH2:19][CH2:18]3)[CH:10]=2)=[N:6][CH:7]=1.[CH3:35][S:36][CH2:37][CH2:38][NH2:39]. (3) The reactants are: Cl[C:2]1[C:11]2[C:6](=[CH:7][CH:8]=[C:9]([C:12]3[CH:17]=[CH:16][C:15]([F:18])=[CH:14][CH:13]=3)[CH:10]=2)[N:5]=[CH:4][N:3]=1.[CH2:19]([NH2:22])[CH2:20][CH3:21]. Given the product [CH2:19]([NH:22][C:2]1[C:11]2[C:6](=[CH:7][CH:8]=[C:9]([C:12]3[CH:17]=[CH:16][C:15]([F:18])=[CH:14][CH:13]=3)[CH:10]=2)[N:5]=[CH:4][N:3]=1)[CH2:20][CH3:21], predict the reactants needed to synthesize it. (4) Given the product [N:15]1[CH:16]=[CH:17][N:18]=[CH:19][C:14]=1[C:12]1[S:4][C:3]2[CH:5]=[CH:6][CH:7]=[CH:8][C:2]=2[C:1](=[O:10])[N:13]=1, predict the reactants needed to synthesize it. The reactants are: [C:1]([O:10]C)(=O)[C:2]1[C:3](=[CH:5][CH:6]=[CH:7][CH:8]=1)[SH:4].[C:12]([C:14]1[CH:19]=[N:18][CH:17]=[CH:16][N:15]=1)#[N:13].C(N(CC)CC)C. (5) The reactants are: [C:1]([O:5][C:6]([N:8]1[CH2:13][C@@H:12]([N:14]([C:19]([C:21]2[N:25]([CH2:26][CH2:27][CH2:28][CH2:29][O:30][CH3:31])[C:24]3[C:32]([F:36])=[CH:33][CH:34]=[CH:35][C:23]=3[N:22]=2)=[O:20])[CH2:15][CH:16]([CH3:18])[CH3:17])[CH2:11][C@@H:10]([C:37](O)=[O:38])[CH2:9]1)=[O:7])([CH3:4])([CH3:3])[CH3:2].[NH4+].[N:41]1(O)C2C=CC=CC=2N=N1.C(N(CC)CC)C.CCN=C=NCCCN(C)C.Cl. Given the product [C:37]([C@@H:10]1[CH2:11][C@H:12]([N:14]([C:19]([C:21]2[N:25]([CH2:26][CH2:27][CH2:28][CH2:29][O:30][CH3:31])[C:24]3[C:32]([F:36])=[CH:33][CH:34]=[CH:35][C:23]=3[N:22]=2)=[O:20])[CH2:15][CH:16]([CH3:18])[CH3:17])[CH2:13][N:8]([C:6]([O:5][C:1]([CH3:2])([CH3:4])[CH3:3])=[O:7])[CH2:9]1)(=[O:38])[NH2:41], predict the reactants needed to synthesize it.